From a dataset of Full USPTO retrosynthesis dataset with 1.9M reactions from patents (1976-2016). Predict the reactants needed to synthesize the given product. (1) Given the product [Cl:1][C:2]1[S:3][C:4]([CH:22]=[O:23])=[CH:5][C:6]=1[CH:7]([C:15]1[CH:20]=[CH:19][CH:18]=[C:17]([Cl:21])[CH:16]=1)[NH:8][S:9]([C:11]([CH3:14])([CH3:13])[CH3:12])=[O:10], predict the reactants needed to synthesize it. The reactants are: [Cl:1][C:2]1[S:3][C:4]([CH:22]2OCC[O:23]2)=[CH:5][C:6]=1[CH:7]([C:15]1[CH:20]=[CH:19][CH:18]=[C:17]([Cl:21])[CH:16]=1)[NH:8][S:9]([C:11]([CH3:14])([CH3:13])[CH3:12])=[O:10]. (2) Given the product [CH2:30]([O:29][C:27]([C:25]1[NH:21][C:18]2[C:17]([CH:24]=1)=[CH:16][C:15]([O:14][CH:11]1[CH2:10][CH2:9][N:8]([C:6]([O:5][C:1]([CH3:3])([CH3:4])[CH3:2])=[O:7])[CH2:13][CH2:12]1)=[CH:20][CH:19]=2)=[O:28])[CH3:31], predict the reactants needed to synthesize it. The reactants are: [C:1]([O:5][C:6]([N:8]1[CH2:13][CH2:12][CH:11]([O:14][C:15]2[CH:20]=[CH:19][C:18]([N+:21]([O-])=O)=[C:17]([CH2:24][C:25]([C:27]([O:29][CH2:30][CH3:31])=[O:28])=O)[CH:16]=2)[CH2:10][CH2:9]1)=[O:7])([CH3:4])([CH3:3])[CH3:2]. (3) Given the product [Cl:1][C:2]1[CH:3]=[CH:4][C:5]([O:6][C:7]2[CH:12]=[CH:11][C:10]([C:13]([OH:20])([C:27]#[C:28][CH3:29])[CH2:14][N:15]3[CH:19]=[N:18][CH:17]=[N:16]3)=[C:9]([C:21]([F:24])([F:22])[F:23])[CH:8]=2)=[CH:25][CH:26]=1, predict the reactants needed to synthesize it. The reactants are: [Cl:1][C:2]1[CH:26]=[CH:25][C:5]([O:6][C:7]2[CH:12]=[CH:11][C:10]([C:13](=[O:20])[CH2:14][N:15]3[CH:19]=[N:18][CH:17]=[N:16]3)=[C:9]([C:21]([F:24])([F:23])[F:22])[CH:8]=2)=[CH:4][CH:3]=1.[C:27]([Mg]Br)#[C:28][CH3:29]. (4) Given the product [CH3:1][O:2][C:3]([C:5]1[C:6]([OH:23])=[C:7]2[C:12](=[CH:13][N:14]=1)[N:11]([CH2:15][C:16]1[S:17][CH:18]=[CH:19][N:20]=1)[C:10](=[O:21])[C:9]([C:24]1[CH:29]=[CH:28][CH:27]=[CH:26][CH:25]=1)=[CH:8]2)=[O:4], predict the reactants needed to synthesize it. The reactants are: [CH3:1][O:2][C:3]([C:5]1[C:6]([OH:23])=[C:7]2[C:12](=[CH:13][N:14]=1)[N:11]([CH2:15][C:16]1[S:17][CH:18]=[CH:19][N:20]=1)[C:10](=[O:21])[C:9](Br)=[CH:8]2)=[O:4].[C:24]1([Sn](CCCC)(CCCC)CCCC)[CH:29]=[CH:28][CH:27]=[CH:26][CH:25]=1.CCOC(C)=O.Cl. (5) Given the product [OH:27][CH2:28][C:29]1[CH:34]=[CH:33][C:32]([C:2]2[C:11]3[C:6](=[CH:7][CH:8]=[CH:9][CH:10]=3)[C:5]([N:12]3[CH2:17][CH2:16][N:15]([C:18]([C:20]4[CH:25]=[CH:24][CH:23]=[CH:22][CH:21]=4)=[O:19])[CH2:14][C@H:13]3[CH3:26])=[N:4][N:3]=2)=[CH:31][CH:30]=1, predict the reactants needed to synthesize it. The reactants are: Cl[C:2]1[C:11]2[C:6](=[CH:7][CH:8]=[CH:9][CH:10]=2)[C:5]([N:12]2[CH2:17][CH2:16][N:15]([C:18]([C:20]3[CH:25]=[CH:24][CH:23]=[CH:22][CH:21]=3)=[O:19])[CH2:14][C@H:13]2[CH3:26])=[N:4][N:3]=1.[OH:27][CH2:28][C:29]1[CH:34]=[CH:33][C:32](B(O)O)=[CH:31][CH:30]=1.C(=O)([O-])[O-].[Na+].[Na+].